This data is from NCI-60 drug combinations with 297,098 pairs across 59 cell lines. The task is: Regression. Given two drug SMILES strings and cell line genomic features, predict the synergy score measuring deviation from expected non-interaction effect. (1) Drug 1: C1CCN(CC1)CCOC2=CC=C(C=C2)C(=O)C3=C(SC4=C3C=CC(=C4)O)C5=CC=C(C=C5)O. Drug 2: N.N.Cl[Pt+2]Cl. Cell line: ACHN. Synergy scores: CSS=-2.69, Synergy_ZIP=-0.621, Synergy_Bliss=-4.46, Synergy_Loewe=-5.56, Synergy_HSA=-5.59. (2) Drug 1: C1=CC(=CC=C1CCCC(=O)O)N(CCCl)CCCl. Drug 2: CC12CCC3C(C1CCC2OP(=O)(O)O)CCC4=C3C=CC(=C4)OC(=O)N(CCCl)CCCl.[Na+]. Cell line: MDA-MB-231. Synergy scores: CSS=24.9, Synergy_ZIP=-5.96, Synergy_Bliss=-2.15, Synergy_Loewe=-8.76, Synergy_HSA=-1.52.